This data is from Full USPTO retrosynthesis dataset with 1.9M reactions from patents (1976-2016). The task is: Predict the reactants needed to synthesize the given product. (1) Given the product [CH2:9]([O:8][C:6]1[CH:7]=[C:2]([B:16]([OH:21])[OH:17])[CH:3]=[N:4][CH:5]=1)[C:10]1[CH:15]=[CH:14][CH:13]=[CH:12][CH:11]=1, predict the reactants needed to synthesize it. The reactants are: Br[C:2]1[CH:3]=[N:4][CH:5]=[C:6]([O:8][CH2:9][C:10]2[CH:15]=[CH:14][CH:13]=[CH:12][CH:11]=2)[CH:7]=1.[B:16](OC(C)C)([O:21]C(C)C)[O:17]C(C)C.C([Li])CCC.Cl. (2) Given the product [NH2:31][C:15]1[C:16]([N:18]2[CH2:19][CH2:20][N:21]([C:24]3[CH:29]=[CH:28][CH:27]=[CH:26][C:25]=3[CH3:30])[CH2:22][CH2:23]2)=[CH:17][C:9]([Cl:8])=[C:10]([CH:14]=1)[C:11]([OH:13])=[O:12], predict the reactants needed to synthesize it. The reactants are: C(O)C.C(O)(=O)C.[Cl:8][C:9]1[CH:17]=[C:16]([N:18]2[CH2:23][CH2:22][N:21]([C:24]3[CH:29]=[CH:28][CH:27]=[CH:26][C:25]=3[CH3:30])[CH2:20][CH2:19]2)[C:15]([N+:31]([O-])=O)=[CH:14][C:10]=1[C:11]([OH:13])=[O:12]. (3) Given the product [Cl:1][C:2]1[CH:7]=[CH:6][C:5]([S:8]([N:11]([C@@H:12]2[CH2:18][C:17]([F:19])([F:20])[CH2:16][CH2:15][NH:14][C:13]2=[O:21])[CH2:31][C:24]2[CH:25]=[CH:26][C:27]([O:29][CH3:30])=[CH:28][C:23]=2[F:22])(=[O:9])=[O:10])=[CH:4][CH:3]=1, predict the reactants needed to synthesize it. The reactants are: [Cl:1][C:2]1[CH:7]=[CH:6][C:5]([S:8]([NH:11][C@@H:12]2[CH2:18][C:17]([F:20])([F:19])[CH2:16][CH2:15][NH:14][C:13]2=[O:21])(=[O:10])=[O:9])=[CH:4][CH:3]=1.[F:22][C:23]1[CH:28]=[C:27]([O:29][CH3:30])[CH:26]=[CH:25][C:24]=1[CH2:31]O. (4) Given the product [ClH:28].[NH2:17][C:13]1[CH:12]=[C:11]([CH:16]=[CH:15][CH:14]=1)[CH2:10][NH:9][C:7](=[O:8])[C:6]1[CH:25]=[CH:26][CH:27]=[C:4]([N+:1]([O-:3])=[O:2])[CH:5]=1, predict the reactants needed to synthesize it. The reactants are: [N+:1]([C:4]1[CH:5]=[C:6]([CH:25]=[CH:26][CH:27]=1)[C:7]([NH:9][CH2:10][C:11]1[CH:12]=[C:13]([NH:17]C(=O)OC(C)(C)C)[CH:14]=[CH:15][CH:16]=1)=[O:8])([O-:3])=[O:2].[ClH:28].